Dataset: Forward reaction prediction with 1.9M reactions from USPTO patents (1976-2016). Task: Predict the product of the given reaction. (1) Given the reactants [CH3:1][O:2][C:3]1[CH:4]=[C:5]2[C:9](=[CH:10][CH:11]=1)[C:8](=[O:12])[CH2:7][CH2:6]2.[BH4-].[Na+], predict the reaction product. The product is: [CH3:1][O:2][C:3]1[CH:4]=[C:5]2[C:9](=[CH:10][CH:11]=1)[CH:8]([OH:12])[CH2:7][CH2:6]2. (2) Given the reactants [NH2:1][C:2]1[CH:7]=[C:6]([CH3:8])[CH:5]=[C:4]([CH3:9])[C:3]=1[OH:10].C(N(CC)CC)C.[Br:18][C:19]1[CH:24]=[CH:23][C:22]([N:25]=[C:26]=S)=[CH:21][CH:20]=1, predict the reaction product. The product is: [Br:18][C:19]1[CH:24]=[CH:23][C:22]([NH:25][C:26]2[O:10][C:3]3[C:4]([CH3:9])=[CH:5][C:6]([CH3:8])=[CH:7][C:2]=3[N:1]=2)=[CH:21][CH:20]=1. (3) Given the reactants CC(C)([O-])C.[K+].[Cl:7][C:8]1[C:13]([Cl:14])=[CH:12][CH:11]=[CH:10][C:9]=1[OH:15].[CH2:16]([O:18][C:19](=[O:24])[CH:20]=[C:21](Cl)[CH3:22])[CH3:17], predict the reaction product. The product is: [CH2:16]([O:18][C:19](=[O:24])[CH:20]=[C:21]([O:15][C:9]1[CH:10]=[CH:11][CH:12]=[C:13]([Cl:14])[C:8]=1[Cl:7])[CH3:22])[CH3:17]. (4) Given the reactants [Cl:1][C:2]1[CH:3]=[C:4]([CH:7]=[CH:8][C:9]=1[O:10][CH:11]1[CH2:14][N:13]([C:15]([C:17]2[O:18][C:19]([C:22]3[CH:27]=[CH:26][CH:25]=[CH:24][CH:23]=3)=[N:20][N:21]=2)=[O:16])[CH2:12]1)[CH:5]=O.Cl.[CH3:29][C:30]1([OH:34])[CH2:33][NH:32][CH2:31]1, predict the reaction product. The product is: [Cl:1][C:2]1[CH:3]=[C:4]([CH2:5][N:32]2[CH2:33][C:30]([OH:34])([CH3:29])[CH2:31]2)[CH:7]=[CH:8][C:9]=1[O:10][CH:11]1[CH2:12][N:13]([C:15]([C:17]2[O:18][C:19]([C:22]3[CH:27]=[CH:26][CH:25]=[CH:24][CH:23]=3)=[N:20][N:21]=2)=[O:16])[CH2:14]1. (5) Given the reactants [C:1]1([CH3:11])[CH:6]=[CH:5][C:4]([S:7](Cl)(=[O:9])=[O:8])=[CH:3][CH:2]=1.[N:12]1[CH:17]=[CH:16][CH:15]=[C:14](/[CH:18]=[CH:19]/[CH2:20][C@@H:21]([OH:23])[CH3:22])[CH:13]=1.C([O-])(O)=O.[Na+], predict the reaction product. The product is: [C:1]1([CH3:11])[CH:6]=[CH:5][C:4]([S:7]([O:23][C@H:21]([CH2:20]/[CH:19]=[CH:18]/[C:14]2[CH:13]=[N:12][CH:17]=[CH:16][CH:15]=2)[CH3:22])(=[O:9])=[O:8])=[CH:3][CH:2]=1. (6) Given the reactants [Si:1]([O:18][CH2:19][C:20]1[C:21]([N:34]2[CH2:39][C@H:38]([CH3:40])[O:37][C@H:36]([CH3:41])[CH2:35]2)=[C:22]([F:33])[C:23]2[O:27][N:26]=[C:25]([C:28]([NH:30][NH2:31])=[O:29])[C:24]=2[CH:32]=1)([C:14]([CH3:17])([CH3:16])[CH3:15])([C:8]1[CH:13]=[CH:12][CH:11]=[CH:10][CH:9]=1)[C:2]1[CH:7]=[CH:6][CH:5]=[CH:4][CH:3]=1.N1([C:47](N2C=CN=C2)=[O:48])C=CN=C1.CCN(C(C)C)C(C)C, predict the reaction product. The product is: [Si:1]([O:18][CH2:19][C:20]1[C:21]([N:34]2[CH2:35][C@H:36]([CH3:41])[O:37][C@H:38]([CH3:40])[CH2:39]2)=[C:22]([F:33])[C:23]2[O:27][N:26]=[C:25]([C:28]3[O:29][C:47](=[O:48])[NH:31][N:30]=3)[C:24]=2[CH:32]=1)([C:14]([CH3:15])([CH3:16])[CH3:17])([C:2]1[CH:3]=[CH:4][CH:5]=[CH:6][CH:7]=1)[C:8]1[CH:9]=[CH:10][CH:11]=[CH:12][CH:13]=1. (7) Given the reactants C(OC([N:8]1[CH2:13][CH2:12][CH:11]([O:14][C:15]2[C:23]3[C:18](=[CH:19][CH:20]=[CH:21][CH:22]=3)[N:17]([C:24]3[CH:29]=[CH:28][C:27]([Cl:30])=[CH:26][CH:25]=3)[N:16]=2)[CH2:10][CH2:9]1)=O)(C)(C)C.Cl.O1CCOCC1, predict the reaction product. The product is: [ClH:30].[Cl:30][C:27]1[CH:28]=[CH:29][C:24]([N:17]2[C:18]3[C:23](=[CH:22][CH:21]=[CH:20][CH:19]=3)[C:15]([O:14][CH:11]3[CH2:12][CH2:13][NH:8][CH2:9][CH2:10]3)=[N:16]2)=[CH:25][CH:26]=1. (8) Given the reactants [S:1]1[CH:5]=[CH:4][CH:3]=[C:2]1[S:6](Cl)(=[O:8])=[O:7].CC[N:12]([CH2:15][CH3:16])[CH2:13]C.C(CN)[C:18]1[CH:23]=[CH:22][CH:21]=[CH:20]C=1.[Li+].CC([N-]C(C)C)C.CN(OC)[C:36](=[O:41])[C:37]([F:40])([F:39])[F:38], predict the reaction product. The product is: [CH2:15]([N:12]([CH3:13])[S:6]([C:2]1[S:1][C:5]([C:36](=[O:41])[C:37]([F:40])([F:39])[F:38])=[CH:4][CH:3]=1)(=[O:8])=[O:7])[C:16]1[CH:20]=[CH:21][CH:22]=[CH:23][CH:18]=1. (9) Given the reactants [CH2:1]([O:5][CH2:6][CH2:7][O:8][C:9]1[CH:14]=[CH:13][C:12]([C:15]2[CH:16]=[CH:17][C:18]3[N:24]([CH2:25][CH:26]([CH3:28])[CH3:27])[CH2:23][CH2:22][C:21]([C:29]([NH:31][C:32]4[CH:37]=[CH:36][C:35]([S:38][CH2:39][C:40]5[N:41]([CH3:45])[CH:42]=[CH:43][N:44]=5)=[CH:34][CH:33]=4)=[O:30])=[CH:20][C:19]=3[CH:46]=2)=[CH:11][CH:10]=1)[CH2:2][CH2:3][CH3:4].ClC1C=CC=C(C(OO)=[O:55])C=1.S([O-])([O-])(=O)=S.[Na+].[Na+], predict the reaction product. The product is: [CH2:1]([O:5][CH2:6][CH2:7][O:8][C:9]1[CH:10]=[CH:11][C:12]([C:15]2[CH:16]=[CH:17][C:18]3[N:24]([CH2:25][CH:26]([CH3:27])[CH3:28])[CH2:23][CH2:22][C:21]([C:29]([NH:31][C:32]4[CH:33]=[CH:34][C:35]([S:38]([CH2:39][C:40]5[N:41]([CH3:45])[CH:42]=[CH:43][N:44]=5)=[O:55])=[CH:36][CH:37]=4)=[O:30])=[CH:20][C:19]=3[CH:46]=2)=[CH:13][CH:14]=1)[CH2:2][CH2:3][CH3:4]. (10) Given the reactants C([O:3][C:4]([C:6]1[S:10][C:9]2[C:11]([Br:14])=[CH:12][S:13][C:8]=2[C:7]=1[CH2:15][CH2:16][CH2:17][CH2:18][CH2:19][CH3:20])=[O:5])C.[OH-].[Li+], predict the reaction product. The product is: [Br:14][C:11]1[C:9]2[S:10][C:6]([C:4]([OH:5])=[O:3])=[C:7]([CH2:15][CH2:16][CH2:17][CH2:18][CH2:19][CH3:20])[C:8]=2[S:13][CH:12]=1.